From a dataset of CYP2D6 inhibition data for predicting drug metabolism from PubChem BioAssay. Regression/Classification. Given a drug SMILES string, predict its absorption, distribution, metabolism, or excretion properties. Task type varies by dataset: regression for continuous measurements (e.g., permeability, clearance, half-life) or binary classification for categorical outcomes (e.g., BBB penetration, CYP inhibition). Dataset: cyp2d6_veith. (1) The compound is Cc1nn(C(C)C(=O)Nc2sc3c(c2C#N)CCCC3)c(C)c1[N+](=O)[O-]. The result is 0 (non-inhibitor). (2) The drug is O=C(O)CC(CC(=O)O)C(=O)O. The result is 0 (non-inhibitor). (3) The molecule is Nc1ncnc2nc(N3CCN(CCO)CC3)[nH]c12. The result is 0 (non-inhibitor). (4) The compound is Cc1cc([N+](=O)[O-])c(C)c(Br)c1C. The result is 0 (non-inhibitor). (5) The drug is Cc1cccc(Sc2c([N+](=O)[O-])ncn2C)n1. The result is 0 (non-inhibitor). (6) The compound is CCNc1ncc2nc(-c3cn(C)c4ccccc34)c(=O)n(Cc3cccs3)c2n1. The result is 0 (non-inhibitor).